From a dataset of Forward reaction prediction with 1.9M reactions from USPTO patents (1976-2016). Predict the product of the given reaction. (1) Given the reactants [CH3:1][O:2][P:3]([C:16]1[CH:21]=[CH:20][CH:19]=[CH:18][CH:17]=1)(=[O:15])[O:4][C:5]1[CH:6]=[C:7]2[C:11](=[CH:12][CH:13]=1)[NH:10][N:9]=[C:8]2[I:14].[C:22](O[C:22]([O:24][C:25]([CH3:28])([CH3:27])[CH3:26])=[O:23])([O:24][C:25]([CH3:28])([CH3:27])[CH3:26])=[O:23].C(N(CC)CC)C, predict the reaction product. The product is: [C:25]([O:24][C:22]([N:10]1[C:11]2[C:7](=[CH:6][C:5]([O:4][P:3]([O:2][CH3:1])([C:16]3[CH:17]=[CH:18][CH:19]=[CH:20][CH:21]=3)=[O:15])=[CH:13][CH:12]=2)[C:8]([I:14])=[N:9]1)=[O:23])([CH3:28])([CH3:27])[CH3:26]. (2) The product is: [CH3:21][N:4]([CH3:3])[CH:5]1[CH2:20][C:19]2[C:7](=[CH:8][C:9]3[N+:14]([O-:15])=[N:13][C:12]([CH2:16][CH3:17])=[N+:11]([O-:23])[C:10]=3[CH:18]=2)[CH2:6]1. Given the reactants OO.[CH3:3][N:4]([CH3:21])[CH:5]1[CH2:20][C:19]2[C:7](=[CH:8][C:9]3[N+:14]([O-:15])=[N:13][C:12]([CH2:16][CH3:17])=[N:11][C:10]=3[CH:18]=2)[CH2:6]1.C(O)(C(F)(F)F)=[O:23].N, predict the reaction product.